This data is from Forward reaction prediction with 1.9M reactions from USPTO patents (1976-2016). The task is: Predict the product of the given reaction. (1) Given the reactants [O:1]1[C:6]2[CH:7]=[CH:8][C:9]([C:11]([C:13]3[C:22](=[O:23])[C:21]4[C:16](=[CH:17][CH:18]=[CH:19][CH:20]=4)[NH:15][CH:14]=3)=[O:12])=[CH:10][C:5]=2[O:4][CH2:3][CH2:2]1.Br[CH2:25][C:26]1[CH:31]=[CH:30][CH:29]=[C:28]([C:32]([F:35])([F:34])[F:33])[N:27]=1, predict the reaction product. The product is: [O:1]1[C:6]2[CH:7]=[CH:8][C:9]([C:11]([C:13]3[C:22](=[O:23])[C:21]4[C:16](=[CH:17][CH:18]=[CH:19][CH:20]=4)[N:15]([CH2:25][C:26]4[CH:31]=[CH:30][CH:29]=[C:28]([C:32]([F:34])([F:33])[F:35])[N:27]=4)[CH:14]=3)=[O:12])=[CH:10][C:5]=2[O:4][CH2:3][CH2:2]1. (2) Given the reactants Br[C:2]1[N:10]=[CH:9][N:8]=[C:7]2[C:3]=1[N:4]=[CH:5][NH:6]2.[NH2:11][CH:12]([C:14]1[C:23]([N:24]2[CH2:28][CH2:27][C@@H:26]([OH:29])[CH2:25]2)=[C:22]2[C:17]([CH:18]=[CH:19][CH:20]=[N:21]2)=[C:16]([F:30])[CH:15]=1)[CH3:13].C(N(CC)C(C)C)(C)C, predict the reaction product. The product is: [F:30][C:16]1[CH:15]=[C:14]([CH:12]([NH:11][C:2]2[N:10]=[CH:9][N:8]=[C:7]3[C:3]=2[N:4]=[CH:5][NH:6]3)[CH3:13])[C:23]([N:24]2[CH2:28][CH2:27][C@@H:26]([OH:29])[CH2:25]2)=[C:22]2[C:17]=1[CH:18]=[CH:19][CH:20]=[N:21]2. (3) Given the reactants [CH2:1]([O:9][C:10]1[CH:23]=[CH:22][C:21]2[C:20](=O)[C:19]3[C:14](=[CH:15][CH:16]=[C:17]([O:25][CH2:26][CH2:27][CH2:28][CH2:29][CH2:30][CH2:31][CH2:32][CH3:33])[CH:18]=3)[C:13](=[O:34])[C:12]=2[CH:11]=1)[CH2:2][CH2:3][CH2:4][CH2:5][CH2:6][CH2:7][CH3:8], predict the reaction product. The product is: [CH2:1]([O:9][C:10]1[CH:23]=[CH:22][C:21]2[CH2:20][C:19]3[C:14](=[CH:15][CH:16]=[C:17]([O:25][CH2:26][CH2:27][CH2:28][CH2:29][CH2:30][CH2:31][CH2:32][CH3:33])[CH:18]=3)[C:13](=[O:34])[C:12]=2[CH:11]=1)[CH2:2][CH2:3][CH2:4][CH2:5][CH2:6][CH2:7][CH3:8].